Task: Predict the reactants needed to synthesize the given product.. Dataset: Full USPTO retrosynthesis dataset with 1.9M reactions from patents (1976-2016) (1) Given the product [Cl:20][C:17]1[CH:18]=[CH:19][C:14]([N:10]2[C:9]([C:21]([NH:23][CH3:24])=[O:22])=[C:8]3[C:12]([CH:13]=[C:5]([N:4]([CH2:3][CH2:2][N:33]4[CH2:36][CH:35]([OH:37])[CH2:34]4)[S:28]([CH3:31])(=[O:30])=[O:29])[C:6]([CH:25]4[CH2:27][CH2:26]4)=[CH:7]3)=[N:11]2)=[CH:15][CH:16]=1, predict the reactants needed to synthesize it. The reactants are: Br[CH2:2][CH2:3][N:4]([S:28]([CH3:31])(=[O:30])=[O:29])[C:5]1[C:6]([CH:25]2[CH2:27][CH2:26]2)=[CH:7][C:8]2[C:12]([CH:13]=1)=[N:11][N:10]([C:14]1[CH:19]=[CH:18][C:17]([Cl:20])=[CH:16][CH:15]=1)[C:9]=2[C:21]([NH:23][CH3:24])=[O:22].Cl.[NH:33]1[CH2:36][CH:35]([OH:37])[CH2:34]1.C(=O)([O-])[O-].[K+].[K+]. (2) Given the product [NH2:6][C:7]1[CH:8]=[C:9]2[C:14](=[CH:15][CH:16]=1)[N:13]=[CH:12][CH:11]=[C:10]2[S:17][C:18]1([C:22]([OH:24])=[O:23])[CH2:19][CH2:20][CH2:21]1, predict the reactants needed to synthesize it. The reactants are: C1(C([NH:6][C:7]2[CH:8]=[C:9]3[C:14](=[CH:15][CH:16]=2)[N:13]=[CH:12][CH:11]=[C:10]3[S:17][C:18]2([C:22]([OH:24])=[O:23])[CH2:21][CH2:20][CH2:19]2)=O)CC1. (3) Given the product [CH3:22][S:23]([O:20][CH2:19][CH:17]1[N:8]2[C:9]3[CH:10]=[CH:11][CH:12]=[C:13]([F:16])[C:14]=3[CH:15]=[C:7]2[C:6]2[N:21]=[C:2]([Cl:1])[CH:3]=[CH:4][C:5]=2[O:18]1)(=[O:25])=[O:24], predict the reactants needed to synthesize it. The reactants are: [Cl:1][C:2]1[CH:3]=[CH:4][C:5]2[O:18][CH:17]([CH2:19][OH:20])[N:8]3[C:9]4[CH:10]=[CH:11][CH:12]=[C:13]([F:16])[C:14]=4[CH:15]=[C:7]3[C:6]=2[N:21]=1.[CH3:22][S:23](Cl)(=[O:25])=[O:24].O. (4) Given the product [CH3:17][N:16]1[C:12]([C:3]2[CH:4]=[C:5]([C:8]([F:11])([F:10])[F:9])[CH:6]=[CH:7][C:2]=2[B:18]([OH:23])[OH:19])=[CH:13][CH:14]=[N:15]1, predict the reactants needed to synthesize it. The reactants are: Br[C:2]1[CH:7]=[CH:6][C:5]([C:8]([F:11])([F:10])[F:9])=[CH:4][C:3]=1[C:12]1[N:16]([CH3:17])[N:15]=[CH:14][CH:13]=1.[B:18](OC(C)C)([O:23]C(C)C)[O:19]C(C)C.C([Li])CCC.[OH-].[Na+].